Task: Regression. Given two drug SMILES strings and cell line genomic features, predict the synergy score measuring deviation from expected non-interaction effect.. Dataset: NCI-60 drug combinations with 297,098 pairs across 59 cell lines (1) Drug 1: CS(=O)(=O)C1=CC(=C(C=C1)C(=O)NC2=CC(=C(C=C2)Cl)C3=CC=CC=N3)Cl. Drug 2: C(CC(=O)O)C(=O)CN.Cl. Cell line: EKVX. Synergy scores: CSS=8.45, Synergy_ZIP=-4.85, Synergy_Bliss=-5.43, Synergy_Loewe=-5.76, Synergy_HSA=-3.54. (2) Drug 2: COC1=NC(=NC2=C1N=CN2C3C(C(C(O3)CO)O)O)N. Drug 1: C1=CC(=C2C(=C1NCCNCCO)C(=O)C3=C(C=CC(=C3C2=O)O)O)NCCNCCO. Cell line: UACC62. Synergy scores: CSS=41.0, Synergy_ZIP=0.869, Synergy_Bliss=1.34, Synergy_Loewe=-60.2, Synergy_HSA=0.0488. (3) Drug 1: CNC(=O)C1=CC=CC=C1SC2=CC3=C(C=C2)C(=NN3)C=CC4=CC=CC=N4. Drug 2: C(CCl)NC(=O)N(CCCl)N=O. Cell line: MALME-3M. Synergy scores: CSS=-4.78, Synergy_ZIP=0.576, Synergy_Bliss=-0.250, Synergy_Loewe=-3.90, Synergy_HSA=-3.15. (4) Drug 1: CC1=C(C=C(C=C1)C(=O)NC2=CC(=CC(=C2)C(F)(F)F)N3C=C(N=C3)C)NC4=NC=CC(=N4)C5=CN=CC=C5. Drug 2: CC1C(C(CC(O1)OC2CC(CC3=C2C(=C4C(=C3O)C(=O)C5=CC=CC=C5C4=O)O)(C(=O)C)O)N)O. Cell line: SF-539. Synergy scores: CSS=39.9, Synergy_ZIP=-0.756, Synergy_Bliss=-1.56, Synergy_Loewe=-33.8, Synergy_HSA=-0.395. (5) Drug 1: CC1CCC2CC(C(=CC=CC=CC(CC(C(=O)C(C(C(=CC(C(=O)CC(OC(=O)C3CCCCN3C(=O)C(=O)C1(O2)O)C(C)CC4CCC(C(C4)OC)O)C)C)O)OC)C)C)C)OC. Drug 2: CCCCC(=O)OCC(=O)C1(CC(C2=C(C1)C(=C3C(=C2O)C(=O)C4=C(C3=O)C=CC=C4OC)O)OC5CC(C(C(O5)C)O)NC(=O)C(F)(F)F)O. Cell line: HOP-92. Synergy scores: CSS=59.1, Synergy_ZIP=-0.507, Synergy_Bliss=0.701, Synergy_Loewe=1.60, Synergy_HSA=1.70. (6) Drug 1: CC1OCC2C(O1)C(C(C(O2)OC3C4COC(=O)C4C(C5=CC6=C(C=C35)OCO6)C7=CC(=C(C(=C7)OC)O)OC)O)O. Drug 2: C1CN(P(=O)(OC1)NCCCl)CCCl. Cell line: K-562. Synergy scores: CSS=38.5, Synergy_ZIP=6.83, Synergy_Bliss=4.36, Synergy_Loewe=-33.7, Synergy_HSA=2.94. (7) Drug 1: CCC1=CC2CC(C3=C(CN(C2)C1)C4=CC=CC=C4N3)(C5=C(C=C6C(=C5)C78CCN9C7C(C=CC9)(C(C(C8N6C)(C(=O)OC)O)OC(=O)C)CC)OC)C(=O)OC.C(C(C(=O)O)O)(C(=O)O)O. Drug 2: CC(C)(C#N)C1=CC(=CC(=C1)CN2C=NC=N2)C(C)(C)C#N. Cell line: T-47D. Synergy scores: CSS=40.0, Synergy_ZIP=3.04, Synergy_Bliss=3.09, Synergy_Loewe=4.41, Synergy_HSA=3.88. (8) Drug 1: C1=CC(=CC=C1CCCC(=O)O)N(CCCl)CCCl. Drug 2: CC1=CC=C(C=C1)C2=CC(=NN2C3=CC=C(C=C3)S(=O)(=O)N)C(F)(F)F. Cell line: NCI/ADR-RES. Synergy scores: CSS=6.49, Synergy_ZIP=-7.96, Synergy_Bliss=-8.18, Synergy_Loewe=-11.7, Synergy_HSA=-7.61. (9) Drug 1: CC1=CC2C(CCC3(C2CCC3(C(=O)C)OC(=O)C)C)C4(C1=CC(=O)CC4)C. Drug 2: C1=NC2=C(N=C(N=C2N1C3C(C(C(O3)CO)O)O)F)N. Cell line: DU-145. Synergy scores: CSS=-5.07, Synergy_ZIP=0.328, Synergy_Bliss=-1.60, Synergy_Loewe=-10.9, Synergy_HSA=-6.36. (10) Drug 1: CN1C(=O)N2C=NC(=C2N=N1)C(=O)N. Drug 2: C1CNP(=O)(OC1)N(CCCl)CCCl. Cell line: BT-549. Synergy scores: CSS=4.22, Synergy_ZIP=-1.01, Synergy_Bliss=-0.513, Synergy_Loewe=1.68, Synergy_HSA=-0.714.